The task is: Predict the product of the given reaction.. This data is from Forward reaction prediction with 1.9M reactions from USPTO patents (1976-2016). (1) Given the reactants [CH3:1][C:2]1[CH:12]=[C:11]([C:13]2[CH:14]=[N:15][CH:16]=[N:17][CH:18]=2)[CH:10]=[C:9]([CH3:19])[C:3]=1[O:4][CH2:5][C:6]([O-])=[O:7].O.[NH2:21][NH2:22], predict the reaction product. The product is: [CH3:1][C:2]1[CH:12]=[C:11]([C:13]2[CH:14]=[N:15][CH:16]=[N:17][CH:18]=2)[CH:10]=[C:9]([CH3:19])[C:3]=1[O:4][CH2:5][C:6]([NH:21][NH2:22])=[O:7]. (2) Given the reactants B(Br)(Br)Br.C[O:6][CH2:7][C:8]1[CH:21]=[C:11]2[N:12]=[CH:13][C:14]([C:16]([O:18][CH2:19][CH3:20])=[O:17])=[CH:15][N:10]2[N:9]=1.O, predict the reaction product. The product is: [OH:6][CH2:7][C:8]1[CH:21]=[C:11]2[N:12]=[CH:13][C:14]([C:16]([O:18][CH2:19][CH3:20])=[O:17])=[CH:15][N:10]2[N:9]=1. (3) Given the reactants [H-].[Al+3].[Li+].[H-].[H-].[H-].[Cl-].[Al+3].[Cl-].[Cl-].[Cl:11][C:12]1[C:17]([O:18][CH3:19])=[C:16]([O:20][CH3:21])[CH:15]=[CH:14][C:13]=1/[CH:22]=[CH:23]/[N+:24]([O-])=O.Cl, predict the reaction product. The product is: [Cl:11][C:12]1[C:17]([O:18][CH3:19])=[C:16]([O:20][CH3:21])[CH:15]=[CH:14][C:13]=1[CH2:22][CH2:23][NH2:24].